This data is from Catalyst prediction with 721,799 reactions and 888 catalyst types from USPTO. The task is: Predict which catalyst facilitates the given reaction. Reactant: [Cl:1][C:2]1[CH:3]=[C:4]([C@@H:12]([CH2:29][CH:30]2[CH2:34][CH2:33][CH2:32][CH2:31]2)[C:13]([NH:15][C:16]2[CH:21]=[N:20][C:19]([C@H:22]3[CH2:26][O:25]C(C)(C)[O:23]3)=[CH:18][N:17]=2)=[O:14])[CH:5]=[CH:6][C:7]=1[S:8]([CH3:11])(=[O:10])=[O:9].Cl. Product: [Cl:1][C:2]1[CH:3]=[C:4]([C@@H:12]([CH2:29][CH:30]2[CH2:34][CH2:33][CH2:32][CH2:31]2)[C:13]([NH:15][C:16]2[CH:21]=[N:20][C:19]([C@H:22]([OH:23])[CH2:26][OH:25])=[CH:18][N:17]=2)=[O:14])[CH:5]=[CH:6][C:7]=1[S:8]([CH3:11])(=[O:10])=[O:9]. The catalyst class is: 7.